From a dataset of Full USPTO retrosynthesis dataset with 1.9M reactions from patents (1976-2016). Predict the reactants needed to synthesize the given product. Given the product [F:1][C:2]([C:6]1[C:7]([C:17]([OH:19])=[O:18])=[N:8][O:9][C:10]=1[C:11]1[CH:12]=[CH:13][CH:14]=[CH:15][CH:16]=1)([F:5])[CH2:3][CH3:4], predict the reactants needed to synthesize it. The reactants are: [F:1][C:2]([C:6]1[C:7]([C:17]([O:19]CC)=[O:18])=[N:8][O:9][C:10]=1[C:11]1[CH:16]=[CH:15][CH:14]=[CH:13][CH:12]=1)([F:5])[CH2:3][CH3:4].[OH-].[Na+].